From a dataset of Forward reaction prediction with 1.9M reactions from USPTO patents (1976-2016). Predict the product of the given reaction. (1) Given the reactants [CH3:1][C:2]1[S:3][CH:4]=[C:5]([CH3:7])[N:6]=1.C([Li])CCC.CCCCCC.[CH3:19][C:20](=[C:22]1[C:30]2[C:25](=[CH:26][CH:27]=[CH:28][CH:29]=2)[CH:24]=[CH:23]1)[CH3:21].[Cl-].[NH4+], predict the reaction product. The product is: [CH2:24]1[C:25]2[C:30](=[CH:29][CH:28]=[CH:27][CH:26]=2)[C:22]([C:20]([CH3:21])([CH3:19])[CH2:1][C:2]2[S:3][CH:4]=[C:5]([CH3:7])[N:6]=2)=[CH:23]1. (2) Given the reactants O.C1(C)C=CC(S(O)(=O)=O)=CC=1.[Br:13][C:14]1[CH:15]=[CH:16][C:17]([CH3:36])=[C:18]([C:20]2[C:21](=[O:35])[NH:22][C:23]3([C:33]=2[OH:34])[CH2:32][CH2:31][C:26]2(OCC[O:27]2)[CH2:25][CH2:24]3)[CH:19]=1, predict the reaction product. The product is: [Br:13][C:14]1[CH:15]=[CH:16][C:17]([CH3:36])=[C:18]([C:20]2[C:21](=[O:35])[NH:22][C:23]3([CH2:24][CH2:25][C:26](=[O:27])[CH2:31][CH2:32]3)[C:33]=2[OH:34])[CH:19]=1. (3) Given the reactants [NH2:1][C@@H:2]1[C:11]2[C:6](=[CH:7][CH:8]=[CH:9][CH:10]=2)[C@H:5]([O:12][C:13]2[CH:14]=[CH:15][C:16]3[N:17]([C:19]([N:22]([CH3:31])[CH2:23][CH2:24][N:25]4[CH2:30][CH2:29][O:28][CH2:27][CH2:26]4)=[N:20][N:21]=3)[CH:18]=2)[CH2:4][CH2:3]1.ClC(Cl)(Cl)C[O:35][C:36](=O)[NH:37][C:38]1[N:39]([C:47]2[CH:52]=[CH:51][C:50]([CH3:53])=[CH:49][CH:48]=2)[N:40]=[C:41]([C:43]([CH3:46])([CH3:45])[CH3:44])[CH:42]=1.CCN(C(C)C)C(C)C.N, predict the reaction product. The product is: [C:43]([C:41]1[CH:42]=[C:38]([NH:37][C:36]([NH:1][C@@H:2]2[C:11]3[C:6](=[CH:7][CH:8]=[CH:9][CH:10]=3)[C@H:5]([O:12][C:13]3[CH:14]=[CH:15][C:16]4[N:17]([C:19]([N:22]([CH3:31])[CH2:23][CH2:24][N:25]5[CH2:26][CH2:27][O:28][CH2:29][CH2:30]5)=[N:20][N:21]=4)[CH:18]=3)[CH2:4][CH2:3]2)=[O:35])[N:39]([C:47]2[CH:52]=[CH:51][C:50]([CH3:53])=[CH:49][CH:48]=2)[N:40]=1)([CH3:46])([CH3:44])[CH3:45]. (4) Given the reactants [CH3:1][C:2]1[O:6][C:5]([C:7]2[CH:12]=[CH:11][CH:10]=[CH:9][CH:8]=2)=[N:4][C:3]=1[CH2:13][C:14]1[O:18][N:17]=[C:16]([C:19]([O:21]CC)=O)[N:15]=1.Cl.[Cl:25][C:26]1[CH:27]=[C:28]2[C:32](=[CH:33][CH:34]=1)[NH:31][CH:30]=[C:29]2[CH2:35][CH2:36][NH2:37].CN(C(ON1N=NC2C=CC=NC1=2)=[N+](C)C)C.F[P-](F)(F)(F)(F)F.C(N(CC)C(C)C)(C)C, predict the reaction product. The product is: [Cl:25][C:26]1[CH:27]=[C:28]2[C:32](=[CH:33][CH:34]=1)[NH:31][CH:30]=[C:29]2[CH2:35][CH2:36][NH:37][C:19]([C:16]1[N:15]=[C:14]([CH2:13][C:3]2[N:4]=[C:5]([C:7]3[CH:8]=[CH:9][CH:10]=[CH:11][CH:12]=3)[O:6][C:2]=2[CH3:1])[O:18][N:17]=1)=[O:21].